Dataset: Reaction yield outcomes from USPTO patents with 853,638 reactions. Task: Predict the reaction yield, written as a fraction of the theoretical maximum amount of product (1.0 means a 100% yield; for example, 0.34 means a 34% yield). The reactants are C(N)C1C=CC=CC=1.[CH:9]1([CH2:12][NH2:13])[CH2:11][CH2:10]1.[F:14][C:15]1[CH:38]=[CH:37][C:18]([CH2:19][N:20]([CH3:36])[C:21]2[N:26]=[C:25]([C:27]3[S:28][C:29]([C:33](O)=[O:34])=[C:30]([CH3:32])[N:31]=3)[CH:24]=[N:23][CH:22]=2)=[CH:17][CH:16]=1. No catalyst specified. The product is [CH:9]1([CH2:12][NH:13][C:33]([C:29]2[S:28][C:27]([C:25]3[CH:24]=[N:23][CH:22]=[C:21]([N:20]([CH2:19][C:18]4[CH:37]=[CH:38][C:15]([F:14])=[CH:16][CH:17]=4)[CH3:36])[N:26]=3)=[N:31][C:30]=2[CH3:32])=[O:34])[CH2:11][CH2:10]1. The yield is 0.750.